Predict the reaction yield, written as a fraction of the theoretical maximum amount of product (1.0 means a 100% yield; for example, 0.34 means a 34% yield). From a dataset of Reaction yield outcomes from USPTO patents with 853,638 reactions. The reactants are [Cl:1][C:2]1[CH:19]=[CH:18][C:17]([Cl:20])=[CH:16][C:3]=1[C:4]([N:6]1[CH2:11][CH2:10][CH2:9][CH2:8][C@H:7]1[C:12]([O:14]C)=[O:13])=[O:5].O[Li].O. The catalyst is C1COCC1.O. The product is [Cl:1][C:2]1[CH:19]=[CH:18][C:17]([Cl:20])=[CH:16][C:3]=1[C:4]([N:6]1[CH2:11][CH2:10][CH2:9][CH2:8][C@H:7]1[C:12]([OH:14])=[O:13])=[O:5]. The yield is 0.930.